From a dataset of Tyrosyl-DNA phosphodiesterase HTS with 341,365 compounds. Binary Classification. Given a drug SMILES string, predict its activity (active/inactive) in a high-throughput screening assay against a specified biological target. (1) The compound is S(=O)(=O)(CC(=O)N1CCN(CC1)c1ccccc1)Cc1nc(oc1C)c1cc(OC)ccc1. The result is 0 (inactive). (2) The drug is Clc1c(CC(OCC(=O)Nc2c(OC(F)F)cccc2)=O)ccc(Cl)c1. The result is 0 (inactive). (3) The molecule is o1c(nnc1c1c(OC)cccc1OC)c1c2c(n(c1)C)cccc2. The result is 0 (inactive). (4) The compound is S(=O)(=O)(N1CCN(CC1)C(=O)COC(=O)CCC(=O)c1sccc1)c1ccccc1. The result is 0 (inactive). (5) The compound is O=C1N(CCc2ccccc2)C(=O)c2c1cc(cc2)C(OCC(=O)Nc1c(cc(cc1)C)C)=O. The result is 0 (inactive). (6) The result is 0 (inactive). The compound is Clc1c(C(=O)N(Cc2sccc2)c2ccc(cc2)C)cccc1. (7) The molecule is O(c1ccc(C(NC(=O)COc2ccccc2)CC(O)=O)cc1)CC. The result is 0 (inactive). (8) The molecule is Brc1sc(S(=O)(=O)[N-]c2nc3c(nc2[n+]2ccc(CC)cc2)cccc3)cc1. The result is 0 (inactive).